From a dataset of NCI-60 drug combinations with 297,098 pairs across 59 cell lines. Regression. Given two drug SMILES strings and cell line genomic features, predict the synergy score measuring deviation from expected non-interaction effect. (1) Drug 1: C1CCC(C1)C(CC#N)N2C=C(C=N2)C3=C4C=CNC4=NC=N3. Drug 2: CC1=C2C(C(=O)C3(C(CC4C(C3C(C(C2(C)C)(CC1OC(=O)C(C(C5=CC=CC=C5)NC(=O)OC(C)(C)C)O)O)OC(=O)C6=CC=CC=C6)(CO4)OC(=O)C)OC)C)OC. Cell line: NCI-H460. Synergy scores: CSS=34.4, Synergy_ZIP=0.634, Synergy_Bliss=-0.408, Synergy_Loewe=-24.4, Synergy_HSA=-0.571. (2) Drug 1: C1=CC(=CC=C1CCC2=CNC3=C2C(=O)NC(=N3)N)C(=O)NC(CCC(=O)O)C(=O)O. Drug 2: B(C(CC(C)C)NC(=O)C(CC1=CC=CC=C1)NC(=O)C2=NC=CN=C2)(O)O. Cell line: UACC-257. Synergy scores: CSS=4.67, Synergy_ZIP=-2.54, Synergy_Bliss=-1.76, Synergy_Loewe=-1.72, Synergy_HSA=-2.17.